From a dataset of Catalyst prediction with 721,799 reactions and 888 catalyst types from USPTO. Predict which catalyst facilitates the given reaction. (1) Reactant: [F:1][C:2]1[CH:3]=[C:4]([CH2:9][C:10]([NH:12][NH:13][C:14](=O)[C:15]2[CH:20]=[CH:19][C:18]([C:21]3[O:25][C:24]([CH3:26])=[N:23][CH:22]=3)=[C:17]([O:27][CH3:28])[CH:16]=2)=[O:11])[CH:5]=[CH:6][C:7]=1[F:8].C(Cl)(Cl)(Cl)Cl.C1(P(C2C=CC=CC=2)C2C=CC=CC=2)C=CC=CC=1. Product: [F:1][C:2]1[CH:3]=[C:4]([CH:5]=[CH:6][C:7]=1[F:8])[CH2:9][C:10]1[O:11][C:14]([C:15]2[CH:20]=[CH:19][C:18]([C:21]3[O:25][C:24]([CH3:26])=[N:23][CH:22]=3)=[C:17]([O:27][CH3:28])[CH:16]=2)=[N:13][N:12]=1. The catalyst class is: 10. (2) Reactant: CS(O[CH:6]([C:8]1[CH:13]=[C:12]([Cl:14])[C:11]([CH3:15])=[C:10]([C:16]([NH:18][CH2:19][CH3:20])=[O:17])[C:9]=1[C:21]1[CH:26]=[C:25]([F:27])[CH:24]=[C:23]([F:28])[CH:22]=1)[CH3:7])(=O)=O.[N-:29]=[N+:30]=[N-:31].[Na+]. Product: [N:29]([CH:6]([C:8]1[CH:13]=[C:12]([Cl:14])[C:11]([CH3:15])=[C:10]([C:16]([NH:18][CH2:19][CH3:20])=[O:17])[C:9]=1[C:21]1[CH:26]=[C:25]([F:27])[CH:24]=[C:23]([F:28])[CH:22]=1)[CH3:7])=[N+:30]=[N-:31]. The catalyst class is: 9. (3) Reactant: [C:1]([NH:4][C:5]([CH2:16][C:17]([C:19]1[CH:24]=[CH:23][C:22]([S:25][C:26]2[CH:31]=[CH:30][C:29]([C:32]3[N:33]=[C:34]([CH:37]4[CH2:39][CH2:38]4)[O:35][CH:36]=3)=[CH:28][CH:27]=2)=[CH:21][CH:20]=1)=[O:18])([C:11](OCC)=[O:12])[C:6](OCC)=[O:7])(=[O:3])[CH3:2].OP([O-])([O-])=O.[K+].[K+].[BH4-].[Na+].[OH-].[Na+]. Product: [CH:37]1([C:34]2[O:35][CH:36]=[C:32]([C:29]3[CH:30]=[CH:31][C:26]([S:25][C:22]4[CH:23]=[CH:24][C:19]([CH:17]([OH:18])[CH2:16][C:5]([NH:4][C:1](=[O:3])[CH3:2])([CH2:6][OH:7])[CH2:11][OH:12])=[CH:20][CH:21]=4)=[CH:27][CH:28]=3)[N:33]=2)[CH2:39][CH2:38]1. The catalyst class is: 88. (4) Reactant: [C:1]([O:5][C:6]([N:8]1[CH2:13][CH2:12][C:11]([C:23]2[CH:28]=[CH:27][C:26]([I:29])=[CH:25][CH:24]=2)([CH2:14][N:15](C)[C:16](=O)C(F)(F)F)[CH2:10][CH2:9]1)=[O:7])([CH3:4])([CH3:3])[CH3:2].O.C([O-])([O-])=O.[K+].[K+]. Product: [C:1]([O:5][C:6]([N:8]1[CH2:9][CH2:10][C:11]([C:23]2[CH:24]=[CH:25][C:26]([I:29])=[CH:27][CH:28]=2)([CH2:14][NH:15][CH3:16])[CH2:12][CH2:13]1)=[O:7])([CH3:4])([CH3:2])[CH3:3]. The catalyst class is: 5. (5) Reactant: Br[C:2]1[S:3][C:4](Br)=[C:5]([Br:13])[C:6]=1[CH2:7][CH2:8][CH2:9][CH2:10][CH2:11][CH3:12].C1COCC1. Product: [Br:13][C:5]1[C:6]([CH2:7][CH2:8][CH2:9][CH2:10][CH2:11][CH3:12])=[CH:2][S:3][CH:4]=1. The catalyst class is: 6.